This data is from NCI-60 drug combinations with 297,098 pairs across 59 cell lines. The task is: Regression. Given two drug SMILES strings and cell line genomic features, predict the synergy score measuring deviation from expected non-interaction effect. (1) Drug 1: C1CCC(C1)C(CC#N)N2C=C(C=N2)C3=C4C=CNC4=NC=N3. Drug 2: CCCCCOC(=O)NC1=NC(=O)N(C=C1F)C2C(C(C(O2)C)O)O. Cell line: LOX IMVI. Synergy scores: CSS=3.14, Synergy_ZIP=1.09, Synergy_Bliss=-6.19, Synergy_Loewe=-3.76, Synergy_HSA=-2.96. (2) Drug 1: CC12CCC3C(C1CCC2=O)CC(=C)C4=CC(=O)C=CC34C. Drug 2: CC1C(C(CC(O1)OC2CC(CC3=C2C(=C4C(=C3O)C(=O)C5=C(C4=O)C(=CC=C5)OC)O)(C(=O)CO)O)N)O.Cl. Cell line: A498. Synergy scores: CSS=55.7, Synergy_ZIP=2.23, Synergy_Bliss=3.40, Synergy_Loewe=0.0922, Synergy_HSA=4.12.